Dataset: Peptide-MHC class I binding affinity with 185,985 pairs from IEDB/IMGT. Task: Regression. Given a peptide amino acid sequence and an MHC pseudo amino acid sequence, predict their binding affinity value. This is MHC class I binding data. (1) The peptide sequence is ALCEKALKY. The MHC is HLA-A31:01 with pseudo-sequence HLA-A31:01. The binding affinity (normalized) is 0. (2) The peptide sequence is NHIAVELSL. The MHC is Mamu-A07 with pseudo-sequence Mamu-A07. The binding affinity (normalized) is 0.739.